From a dataset of Forward reaction prediction with 1.9M reactions from USPTO patents (1976-2016). Predict the product of the given reaction. (1) Given the reactants [CH3:1][NH:2][CH3:3].[CH3:4][N:5]([CH3:19])[C:6]1([C:13]2[CH:18]=[CH:17][CH:16]=[CH:15][CH:14]=2)[CH2:11][CH2:10][C:9](=O)[CH2:8][CH2:7]1.[C-:20]#[N:21].[K+].Cl, predict the reaction product. The product is: [CH3:1][N:2]([CH3:3])[C:9]1([C:20]#[N:21])[CH2:10][CH2:11][C:6]([N:5]([CH3:19])[CH3:4])([C:13]2[CH:18]=[CH:17][CH:16]=[CH:15][CH:14]=2)[CH2:7][CH2:8]1. (2) Given the reactants Br[C:2]1[C:3]([C:16]([F:19])([F:18])[F:17])=[CH:4][C:5]([O:8][CH2:9][CH2:10][CH2:11][C:12]([CH3:15])([OH:14])[CH3:13])=[N:6][CH:7]=1.B([O-])[O-].[CH2:23]([O:25][C:26]([CH:28]1[CH:30]2[CH2:31][C:32]3[CH:33]=[C:34]([O:38][CH2:39][C:40]4[CH:45]=[C:44](B5OC(C)(C)C(C)(C)O5)[CH:43]=[CH:42][C:41]=4[F:55])[N:35]=[CH:36][C:37]=3[CH:29]12)=[O:27])[CH3:24].[O-]P([O-])([O-])=O.[K+].[K+].[K+], predict the reaction product. The product is: [F:55][C:41]1[CH:42]=[CH:43][C:44]([C:2]2[CH:7]=[N:6][C:5]([O:8][CH2:9][CH2:10][CH2:11][C:12]([OH:14])([CH3:15])[CH3:13])=[CH:4][C:3]=2[C:16]([F:19])([F:18])[F:17])=[CH:45][C:40]=1[CH2:39][O:38][C:34]1[N:35]=[CH:36][C:37]2[C@@H:29]3[C@@H:28]([C:26]([O:25][CH2:23][CH3:24])=[O:27])[C@@H:30]3[CH2:31][C:32]=2[CH:33]=1. (3) The product is: [NH2:7][CH2:8][CH2:9][CH2:10][N:11]1[C:20]2[CH:19]=[CH:18][C:17]([Cl:21])=[CH:16][C:15]=2[C:14]2=[N:22][NH:23][CH:24]=[C:13]2[C:12]1=[O:31]. Given the reactants C(OC(=O)[NH:7][CH2:8][CH2:9][CH2:10][N:11]1[C:20]2[CH:19]=[CH:18][C:17]([Cl:21])=[CH:16][C:15]=2[C:14]2[N:22](C3CCCCO3)[N:23]=[CH:24][C:13]=2[C:12]1=[O:31])(C)(C)C.C(O)(C(F)(F)F)=O, predict the reaction product.